Dataset: Full USPTO retrosynthesis dataset with 1.9M reactions from patents (1976-2016). Task: Predict the reactants needed to synthesize the given product. (1) Given the product [Cl:1][C:2]1[CH:11]=[CH:10][C:5]2[N:6]([CH:23]([CH3:29])[C:24]([OH:26])=[O:25])[C:7](=[N:9][C:18](=[O:19])[C:15]3[CH:16]=[CH:17][C:12]([CH3:21])=[CH:13][CH:14]=3)[S:8][C:4]=2[CH:3]=1, predict the reactants needed to synthesize it. The reactants are: [Cl:1][C:2]1[CH:11]=[CH:10][C:5]2[N:6]=[C:7]([NH2:9])[S:8][C:4]=2[CH:3]=1.[C:12]1([CH3:21])[CH:17]=[CH:16][C:15]([C:18](Cl)=[O:19])=[CH:14][CH:13]=1.Br[CH:23]([CH3:29])[C:24]([O:26]CC)=[O:25].S1C2CCCCC=2N=C1N.FC(F)(F)C1C=C(C=CC=1)C(Cl)=O.BrCC(OCC)=O. (2) Given the product [Cl:1][C:2]1[CH:7]=[CH:6][C:5]([NH:8][C:9]([NH:11][C:12]2[CH:17]=[CH:16][C:15]([N:18]3[C:26]([O:38][CH2:37][CH2:36][O:35][CH3:34])=[N:25][C:24]4[C:19]3=[N:20][CH:21]=[N:22][C:23]=4[NH:28][CH3:29])=[CH:14][CH:13]=2)=[O:10])=[CH:4][C:3]=1[C:30]([F:33])([F:32])[F:31], predict the reactants needed to synthesize it. The reactants are: [Cl:1][C:2]1[CH:7]=[CH:6][C:5]([NH:8][C:9]([NH:11][C:12]2[CH:17]=[CH:16][C:15]([N:18]3[C:26](I)=[N:25][C:24]4[C:19]3=[N:20][CH:21]=[N:22][C:23]=4[NH:28][CH3:29])=[CH:14][CH:13]=2)=[O:10])=[CH:4][C:3]=1[C:30]([F:33])([F:32])[F:31].[CH3:34][O:35][CH2:36][CH2:37][OH:38]. (3) Given the product [Cl:1][CH2:2][CH2:3][O:4][C:5]1[CH:10]=[CH:9][C:8]([CH:11]2[C:16]([C:17]3[CH:18]=[CH:19][C:20]([O:23][CH3:33])=[CH:21][CH:22]=3)=[C:15]([C:24]([F:25])([F:27])[F:26])[C:14]3[CH:28]=[CH:29][C:30]([O:38][CH3:35])=[CH:31][C:13]=3[O:12]2)=[CH:7][CH:6]=1, predict the reactants needed to synthesize it. The reactants are: [Cl:1][CH2:2][CH2:3][O:4][C:5]1[CH:10]=[CH:9][C:8]([CH:11]2[C:16]([C:17]3[CH:22]=[CH:21][C:20]([OH:23])=[CH:19][CH:18]=3)=[C:15]([C:24]([F:27])([F:26])[F:25])[C:14]3[CH:28]=[CH:29][C:30](O)=[CH:31][C:13]=3[O:12]2)=[CH:7][CH:6]=1.[CH3:33]I.[C:35](=[O:38])([O-])[O-].[K+].[K+].[Cl-].[Na+]. (4) Given the product [Cl:15][C:16]1[CH:22]=[CH:21][C:19]([NH:20][C:2]([NH:1][C:4]2[CH:14]=[CH:13][C:7]([C:8]([O:10][CH2:11][CH3:12])=[O:9])=[CH:6][CH:5]=2)=[O:3])=[CH:18][C:17]=1[C:23]([F:24])([F:25])[F:26], predict the reactants needed to synthesize it. The reactants are: [N:1]([C:4]1[CH:14]=[CH:13][C:7]([C:8]([O:10][CH2:11][CH3:12])=[O:9])=[CH:6][CH:5]=1)=[C:2]=[O:3].[Cl:15][C:16]1[CH:22]=[CH:21][C:19]([NH2:20])=[CH:18][C:17]=1[C:23]([F:26])([F:25])[F:24]. (5) Given the product [Cl:1][C:2]1[CH:7]=[CH:6][C:5]([C:8](=[O:9])[C:10]2[CH:11]=[CH:12][C:13]([F:16])=[CH:14][CH:15]=2)=[CH:4][C:3]=1[S:17]([NH2:20])(=[O:18])=[O:19], predict the reactants needed to synthesize it. The reactants are: [Cl:1][C:2]1[CH:7]=[CH:6][C:5]([CH:8]([C:10]2[CH:15]=[CH:14][C:13]([F:16])=[CH:12][CH:11]=2)[OH:9])=[CH:4][C:3]=1[S:17]([NH2:20])(=[O:19])=[O:18].CC(C)=O.OS(O)(=O)=O.O=[Cr](=O)=O.